Dataset: Catalyst prediction with 721,799 reactions and 888 catalyst types from USPTO. Task: Predict which catalyst facilitates the given reaction. (1) Reactant: [OH:1][CH2:2][C:3]1([C:16]([O:18][CH3:19])=[O:17])[CH2:8][CH2:7][N:6]([C:9]([O:11][C:12]([CH3:15])([CH3:14])[CH3:13])=[O:10])[CH2:5][CH2:4]1.[F:20][C:21]1[CH:26]=[CH:25][CH:24]=[CH:23][C:22]=1O.C1(P(C2C=CC=CC=2)C2C=CC=CC=2)C=CC=CC=1.N(C(OC(C)C)=O)=NC(OC(C)C)=O. Product: [F:20][C:21]1[CH:26]=[CH:25][CH:24]=[CH:23][C:22]=1[O:1][CH2:2][C:3]1([C:16]([O:18][CH3:19])=[O:17])[CH2:4][CH2:5][N:6]([C:9]([O:11][C:12]([CH3:14])([CH3:15])[CH3:13])=[O:10])[CH2:7][CH2:8]1. The catalyst class is: 7. (2) Reactant: [F:1][C:2]1[CH:3]=[C:4]([S:11][CH3:12])[CH:5]=[C:6]([N+:8]([O-])=O)[CH:7]=1. Product: [F:1][C:2]1[CH:7]=[C:6]([CH:5]=[C:4]([S:11][CH3:12])[CH:3]=1)[NH2:8]. The catalyst class is: 19. (3) Reactant: [NH2:1][C:2]1[CH:3]=[C:4]([CH:8]([C:20]2[C:29]([OH:30])=[C:28]3[C:23]([CH:24]=[CH:25][CH:26]=[N:27]3)=[C:22]([Cl:31])[CH:21]=2)[NH:9][C:10](=[O:19])[CH2:11][O:12][C:13]2[CH:18]=[CH:17][CH:16]=[CH:15][CH:14]=2)[CH:5]=[CH:6][CH:7]=1.CCN(C(C)C)C(C)C.[Cl:41][CH2:42][C:43](Cl)=[O:44]. Product: [Cl:41][CH2:42][C:43]([NH:1][C:2]1[CH:7]=[CH:6][CH:5]=[C:4]([CH:8]([C:20]2[C:29]([OH:30])=[C:28]3[C:23]([CH:24]=[CH:25][CH:26]=[N:27]3)=[C:22]([Cl:31])[CH:21]=2)[NH:9][C:10](=[O:19])[CH2:11][O:12][C:13]2[CH:14]=[CH:15][CH:16]=[CH:17][CH:18]=2)[CH:3]=1)=[O:44]. The catalyst class is: 2. (4) Reactant: [NH:1]1[CH2:5][CH2:4][NH:3][C:2]1=[O:6].Br[CH2:8][C:9]([O:11][C:12]([CH3:15])([CH3:14])[CH3:13])=[O:10]. Product: [O:6]=[C:2]1[NH:3][CH2:4][CH2:5][N:1]1[CH2:8][C:9]([O:11][C:12]([CH3:15])([CH3:14])[CH3:13])=[O:10]. The catalyst class is: 3.